Dataset: NCI-60 drug combinations with 297,098 pairs across 59 cell lines. Task: Regression. Given two drug SMILES strings and cell line genomic features, predict the synergy score measuring deviation from expected non-interaction effect. (1) Drug 1: CCN(CC)CCNC(=O)C1=C(NC(=C1C)C=C2C3=C(C=CC(=C3)F)NC2=O)C. Drug 2: C(CN)CNCCSP(=O)(O)O. Cell line: NCI-H460. Synergy scores: CSS=-0.687, Synergy_ZIP=-0.333, Synergy_Bliss=-1.07, Synergy_Loewe=-0.128, Synergy_HSA=-3.63. (2) Drug 1: CC(C1=C(C=CC(=C1Cl)F)Cl)OC2=C(N=CC(=C2)C3=CN(N=C3)C4CCNCC4)N. Drug 2: C(=O)(N)NO. Cell line: IGROV1. Synergy scores: CSS=3.02, Synergy_ZIP=-0.947, Synergy_Bliss=0.440, Synergy_Loewe=-1.37, Synergy_HSA=0.503. (3) Drug 2: CN(CCCl)CCCl.Cl. Drug 1: CC1CCC2CC(C(=CC=CC=CC(CC(C(=O)C(C(C(=CC(C(=O)CC(OC(=O)C3CCCCN3C(=O)C(=O)C1(O2)O)C(C)CC4CCC(C(C4)OC)OCCO)C)C)O)OC)C)C)C)OC. Synergy scores: CSS=21.5, Synergy_ZIP=-8.31, Synergy_Bliss=1.54, Synergy_Loewe=-3.30, Synergy_HSA=-2.75. Cell line: LOX IMVI. (4) Drug 1: C1CCN(CC1)CCOC2=CC=C(C=C2)C(=O)C3=C(SC4=C3C=CC(=C4)O)C5=CC=C(C=C5)O. Drug 2: CC1=C(C=C(C=C1)NC(=O)C2=CC=C(C=C2)CN3CCN(CC3)C)NC4=NC=CC(=N4)C5=CN=CC=C5. Cell line: MDA-MB-435. Synergy scores: CSS=-12.8, Synergy_ZIP=9.58, Synergy_Bliss=10.2, Synergy_Loewe=-4.07, Synergy_HSA=-1.92.